From a dataset of Full USPTO retrosynthesis dataset with 1.9M reactions from patents (1976-2016). Predict the reactants needed to synthesize the given product. (1) Given the product [CH2:1]([C:3]1[CH:4]=[C:5]([NH:12][C:13](=[O:17])[C:14]([CH3:16])=[CH2:15])[CH:6]=[CH:7][C:8]=1[N+:9]([O-:11])=[O:10])[CH3:2], predict the reactants needed to synthesize it. The reactants are: [CH2:1]([C:3]1[CH:4]=[C:5]([NH2:12])[CH:6]=[CH:7][C:8]=1[N+:9]([O-:11])=[O:10])[CH3:2].[C:13](Cl)(=[O:17])[C:14]([CH3:16])=[CH2:15]. (2) Given the product [Br:1][C:2]1[CH:11]=[C:10]2[C:5]([CH:6]=[C:7]([NH:12][S:20]([CH3:19])(=[O:22])=[O:21])[CH:8]=[N:9]2)=[CH:4][CH:3]=1, predict the reactants needed to synthesize it. The reactants are: [Br:1][C:2]1[CH:11]=[C:10]2[C:5]([CH:6]=[C:7]([NH2:12])[CH:8]=[N:9]2)=[CH:4][CH:3]=1.N1C=CC=CC=1.[CH3:19][S:20](Cl)(=[O:22])=[O:21]. (3) Given the product [N:1]1([C:7]2[N:12]=[C:11]([CH:13]=[CH:14][C:15]([C:17]3[CH:25]=[CH:24][C:20]([C:21]([N:41]=[N+:42]=[N-:43])=[O:22])=[CH:19][CH:18]=3)=[O:16])[CH:10]=[CH:9][CH:8]=2)[CH2:2][CH2:3][O:4][CH2:5][CH2:6]1, predict the reactants needed to synthesize it. The reactants are: [N:1]1([C:7]2[N:12]=[C:11]([CH:13]=[CH:14][C:15]([C:17]3[CH:25]=[CH:24][C:20]([C:21](O)=[O:22])=[CH:19][CH:18]=3)=[O:16])[CH:10]=[CH:9][CH:8]=2)[CH2:6][CH2:5][O:4][CH2:3][CH2:2]1.C(N(C(C)C)C(C)C)C.ClC(OCC)=O.[N-:41]=[N+:42]=[N-:43].[Na+]. (4) Given the product [Cl:27][C:25]1[CH:24]=[CH:23][C:22]([O:28][CH:29]([F:31])[F:30])=[C:21]([C:6]2[C:7]([NH:9][C:10]([C:12]3[CH:13]=[N:14][N:15]4[CH:20]=[CH:19][CH:18]=[N:17][C:16]=34)=[O:11])=[CH:8][N:4]([CH2:3][CH2:2][NH:39][CH2:38][C:34]3[CH:33]=[N:32][CH:37]=[CH:36][CH:35]=3)[N:5]=2)[CH:26]=1, predict the reactants needed to synthesize it. The reactants are: Br[CH2:2][CH2:3][N:4]1[CH:8]=[C:7]([NH:9][C:10]([C:12]2[CH:13]=[N:14][N:15]3[CH:20]=[CH:19][CH:18]=[N:17][C:16]=23)=[O:11])[C:6]([C:21]2[CH:26]=[C:25]([Cl:27])[CH:24]=[CH:23][C:22]=2[O:28][CH:29]([F:31])[F:30])=[N:5]1.[N:32]1[CH:37]=[CH:36][CH:35]=[C:34]([CH2:38][NH2:39])[CH:33]=1. (5) Given the product [F:1][C:2]1[C:9]([F:10])=[CH:8][C:7]([N+:16]([O-:18])=[O:17])=[CH:6][C:3]=1[CH:4]=[O:5], predict the reactants needed to synthesize it. The reactants are: [F:1][C:2]1[C:9]([F:10])=[CH:8][CH:7]=[CH:6][C:3]=1[CH:4]=[O:5].S(=O)(=O)(O)O.[N+:16]([O-])([OH:18])=[O:17]. (6) Given the product [C:1]([C:3]1[C:4]([N:18]2[CH2:23][CH2:22][N:21]([C:35]([NH:34][S:31]([C:26]3[CH:27]=[CH:28][CH:29]=[CH:30][C:25]=3[CH3:24])(=[O:33])=[O:32])=[O:36])[CH2:20][CH2:19]2)=[N:5][C:6]([C:14]([F:15])([F:17])[F:16])=[C:7]([CH:13]=1)[C:8]([O:10][CH2:11][CH3:12])=[O:9])#[N:2], predict the reactants needed to synthesize it. The reactants are: [C:1]([C:3]1[C:4]([N:18]2[CH2:23][CH2:22][NH:21][CH2:20][CH2:19]2)=[N:5][C:6]([C:14]([F:17])([F:16])[F:15])=[C:7]([CH:13]=1)[C:8]([O:10][CH2:11][CH3:12])=[O:9])#[N:2].[CH3:24][C:25]1[CH:30]=[CH:29][CH:28]=[CH:27][C:26]=1[S:31]([N:34]=[C:35]=[O:36])(=[O:33])=[O:32].C(N(CC)CC)C. (7) Given the product [CH3:16][O:15][N:14]([CH3:13])[C:9]([CH:7]1[CH2:8][CH:5]([CH2:1][CH:2]([CH3:4])[CH3:3])[CH2:6]1)=[O:11], predict the reactants needed to synthesize it. The reactants are: [CH2:1]([CH:5]1[CH2:8][CH:7]([C:9]([OH:11])=O)[CH2:6]1)[CH:2]([CH3:4])[CH3:3].Cl.[CH3:13][NH:14][O:15][CH3:16].C1C=CC2N(O)N=NC=2C=1.CCN=C=NCCCN(C)C.Cl.